From a dataset of Forward reaction prediction with 1.9M reactions from USPTO patents (1976-2016). Predict the product of the given reaction. (1) Given the reactants C([N:8]1[CH2:17][CH2:16][C:15]2[C:14]([NH:18][C:19]3[N:24]=[N:23][C:22]([C:25]([O:27][CH3:28])=[O:26])=[CH:21][CH:20]=3)=[N:13][CH:12]=[N:11][C:10]=2[CH2:9]1)C1C=CC=CC=1.[Cl:29][C:30]1[CH:37]=[C:36](F)[CH:35]=[CH:34][C:31]=1[C:32]#[N:33], predict the reaction product. The product is: [Cl:29][C:30]1[CH:37]=[C:36]([N:8]2[CH2:17][CH2:16][C:15]3[C:14]([NH:18][C:19]4[N:24]=[N:23][C:22]([C:25]([O:27][CH3:28])=[O:26])=[CH:21][CH:20]=4)=[N:13][CH:12]=[N:11][C:10]=3[CH2:9]2)[CH:35]=[CH:34][C:31]=1[C:32]#[N:33]. (2) The product is: [Cl:1][C:2]1[CH:3]=[C:4]2[C:8](=[CH:9][CH:10]=1)[N:7]([CH:11]([CH2:15][CH:16]1[CH2:17][CH2:18][CH2:19][CH2:20]1)[C:12]([OH:14])=[O:13])[C:6](=[O:21])[CH2:5]2. Given the reactants [Cl:1][C:2]1[CH:3]=[C:4]2[C:8](=[CH:9][CH:10]=1)[N:7]([CH:11]([CH2:15][CH:16]1[CH2:20][CH2:19][CH2:18][CH2:17]1)[C:12]([OH:14])=[O:13])[C:6](=[O:21])[C:5]2=O.O.NN, predict the reaction product. (3) Given the reactants [H-].[Al+3].[Li+].[H-].[H-].[H-].[CH3:7][O:8][C:9]1[CH:10]=[C:11]([CH:15]=[C:16]([C:18]([F:21])([F:20])[F:19])[CH:17]=1)[C:12](O)=[O:13].O.[OH-].[Na+], predict the reaction product. The product is: [CH3:7][O:8][C:9]1[CH:10]=[C:11]([CH2:12][OH:13])[CH:15]=[C:16]([C:18]([F:19])([F:21])[F:20])[CH:17]=1. (4) The product is: [CH2:26]([O:25][C:16]1[N:15]=[C:14]2[C:19]([N:20]=[C:21]([O:22][CH3:23])[N:13]2[CH2:12][CH2:11][CH2:10][NH:9][CH2:7][CH:3]2[CH2:4][CH2:5][CH2:6][O:1][CH2:2]2)=[C:18]([NH2:24])[N:17]=1)[CH2:27][CH2:28][CH3:29]. Given the reactants [O:1]1[CH2:6][CH2:5][CH2:4][CH:3]([CH:7]=O)[CH2:2]1.[NH2:9][CH2:10][CH2:11][CH2:12][N:13]1[C:21]([O:22][CH3:23])=[N:20][C:19]2[C:14]1=[N:15][C:16]([O:25][CH2:26][CH2:27][CH2:28][CH3:29])=[N:17][C:18]=2[NH2:24].C(O[BH-](OC(=O)C)OC(=O)C)(=O)C.[Na+].C(O)(=O)C, predict the reaction product. (5) Given the reactants [Cl:1][C:2]1[CH:12]=[CH:11][C:5]2[CH2:6][CH2:7][NH:8][CH2:9][CH2:10][C:4]=2[C:3]=1[S:13][CH2:14][CH2:15][CH2:16][C:17]1[CH:18]=[C:19]2[C:23](=[CH:24][CH:25]=1)[NH:22][C:21](=[O:26])[C:20]2([CH3:28])[CH3:27].[C:29]([OH:36])(=[O:35])[CH2:30][CH2:31][C:32]([OH:34])=[O:33], predict the reaction product. The product is: [C:29]([OH:36])(=[O:35])[CH2:30][CH2:31][C:32]([OH:34])=[O:33].[Cl:1][C:2]1[CH:12]=[CH:11][C:5]2[CH2:6][CH2:7][NH:8][CH2:9][CH2:10][C:4]=2[C:3]=1[S:13][CH2:14][CH2:15][CH2:16][C:17]1[CH:18]=[C:19]2[C:23](=[CH:24][CH:25]=1)[NH:22][C:21](=[O:26])[C:20]2([CH3:28])[CH3:27]. (6) The product is: [CH3:22][S:23]([O:1][CH:2]1[CH2:3][N:4]([C:6]([O:8][C:9]([CH3:12])([CH3:11])[CH3:10])=[O:7])[CH2:5]1)(=[O:25])=[O:24]. Given the reactants [OH:1][CH:2]1[CH2:5][N:4]([C:6]([O:8][C:9]([CH3:12])([CH3:11])[CH3:10])=[O:7])[CH2:3]1.C(N(C(C)C)C(C)C)C.[CH3:22][S:23](Cl)(=[O:25])=[O:24], predict the reaction product.